From a dataset of Reaction yield outcomes from USPTO patents with 853,638 reactions. Predict the reaction yield, written as a fraction of the theoretical maximum amount of product (1.0 means a 100% yield; for example, 0.34 means a 34% yield). (1) The reactants are Br[C:2]1[C:13](=[O:14])[N:12]([CH2:15][CH2:16][O:17][CH:18]2[CH2:21][N:20]([C:22]([O:24][C:25]([CH3:28])([CH3:27])[CH3:26])=[O:23])[CH2:19]2)[C:5]2[N:6]=[C:7]([S:10][CH3:11])[N:8]=[CH:9][C:4]=2[CH:3]=1.CCO.[Cl:32][C:33]1[CH:38]=[C:37]([C:39]2[CH:44]=[N:43][CH:42]=[C:41]([CH3:45])[N:40]=2)[CH:36]=[CH:35][C:34]=1B(O)O.C([O-])([O-])=O.[Cs+].[Cs+]. The catalyst is COCCOC.C1C=CC([P]([Pd]([P](C2C=CC=CC=2)(C2C=CC=CC=2)C2C=CC=CC=2)([P](C2C=CC=CC=2)(C2C=CC=CC=2)C2C=CC=CC=2)[P](C2C=CC=CC=2)(C2C=CC=CC=2)C2C=CC=CC=2)(C2C=CC=CC=2)C2C=CC=CC=2)=CC=1.O.C1(C)C=CC=CC=1. The product is [Cl:32][C:33]1[CH:38]=[C:37]([C:39]2[CH:44]=[N:43][CH:42]=[C:41]([CH3:45])[N:40]=2)[CH:36]=[CH:35][C:34]=1[C:2]1[C:13](=[O:14])[N:12]([CH2:15][CH2:16][O:17][CH:18]2[CH2:19][N:20]([C:22]([O:24][C:25]([CH3:26])([CH3:27])[CH3:28])=[O:23])[CH2:21]2)[C:5]2[N:6]=[C:7]([S:10][CH3:11])[N:8]=[CH:9][C:4]=2[CH:3]=1. The yield is 0.630. (2) The reactants are C(OC([N:8]1[CH2:13][CH2:12][CH:11]([S:14][C:15]2[C:20]([CH3:21])=[C:19]([Cl:22])[N:18]=[CH:17][N:16]=2)[CH2:10][CH2:9]1)=O)(C)(C)C.Cl. The catalyst is O1CCOCC1. The product is [Cl:22][C:19]1[C:20]([CH3:21])=[C:15]([S:14][CH:11]2[CH2:12][CH2:13][NH:8][CH2:9][CH2:10]2)[N:16]=[CH:17][N:18]=1. The yield is 0.990. (3) The catalyst is CN(C)C=O. The product is [CH2:16]([O:23][C:24]1[N:25]=[CH:26][C:27]([CH2:30][N:1]2[CH:5]=[C:4]([C:6]3[C:7]([NH2:13])=[N:8][C:9]([NH2:12])=[CH:10][CH:11]=3)[CH:3]=[N:2]2)=[CH:28][CH:29]=1)[C:17]1[CH:18]=[CH:19][CH:20]=[CH:21][CH:22]=1. The yield is 0.430. The reactants are [NH:1]1[CH:5]=[C:4]([C:6]2[C:7]([NH2:13])=[N:8][C:9]([NH2:12])=[CH:10][CH:11]=2)[CH:3]=[N:2]1.[H-].[Na+].[CH2:16]([O:23][C:24]1[CH:29]=[CH:28][C:27]([CH2:30]Cl)=[CH:26][N:25]=1)[C:17]1[CH:22]=[CH:21][CH:20]=[CH:19][CH:18]=1. (4) The reactants are [CH3:1][O:2][C:3]1[C:4](=[O:34])[C:5]([CH3:33])=[C:6]([CH2:12][C:13]2[CH:14]=[CH:15][C:16]([O:29]C(=O)C)=[C:17]([CH:28]=2)[C:18]([NH:20][C:21]2[CH:26]=[CH:25][C:24]([F:27])=[CH:23][CH:22]=2)=[O:19])[C:7](=[O:11])[C:8]=1[O:9][CH3:10].C(=O)([O-])O.[Na+]. The catalyst is CO.O. The product is [CH3:1][O:2][C:3]1[C:4](=[O:34])[C:5]([CH3:33])=[C:6]([CH2:12][C:13]2[CH:14]=[CH:15][C:16]([OH:29])=[C:17]([CH:28]=2)[C:18]([NH:20][C:21]2[CH:26]=[CH:25][C:24]([F:27])=[CH:23][CH:22]=2)=[O:19])[C:7](=[O:11])[C:8]=1[O:9][CH3:10]. The yield is 0.480. (5) The reactants are [CH3:1][O:2][C:3]1[CH:4]=[C:5]([C:12]2[CH:17]=[CH:16][N:15]=[CH:14][CH:13]=2)[CH:6]=[CH:7][C:8]=1[N+:9]([O-:11])=[O:10].[I:18][CH2:19][CH2:20][CH3:21]. The catalyst is CC(=O)C(C)(C)C.CC(C)=O. The product is [I-:18].[CH3:1][O:2][C:3]1[CH:4]=[C:5]([C:12]2[CH:17]=[CH:16][N+:15]([CH2:19][CH2:20][CH3:21])=[CH:14][CH:13]=2)[CH:6]=[CH:7][C:8]=1[N+:9]([O-:11])=[O:10]. The yield is 0.650. (6) The reactants are [F:1][C:2]1[CH:3]=[CH:4][C:5]([O:11][CH3:12])=[C:6](B(O)O)[CH:7]=1.Br[C:14]1[CH:19]=[CH:18][C:17]([C@H:20]([NH2:22])[CH3:21])=[CH:16][CH:15]=1. The catalyst is O.CO.C([O-])(=O)C.[Pd+2].C([O-])(=O)C. The product is [F:1][C:2]1[CH:3]=[CH:4][C:5]([O:11][CH3:12])=[C:6]([C:14]2[CH:19]=[CH:18][C:17]([C@H:20]([NH2:22])[CH3:21])=[CH:16][CH:15]=2)[CH:7]=1. The yield is 0.966. (7) The reactants are [C:1]([Si:5]([O:8][CH2:9][CH2:10][CH2:11][C@@H:12]([O:32][CH2:33][C:34]1[CH:39]=[CH:38][C:37]([O:40][CH2:41][CH2:42][CH2:43][C:44]([F:74])([F:73])[C:45]([F:72])([F:71])[C:46]([F:70])([F:69])[C:47]([F:68])([F:67])[C:48]([F:66])([F:65])[C:49]([F:64])([F:63])[C:50]([F:62])([F:61])[C:51]([F:60])([F:59])[C:52]([F:58])([F:57])[C:53]([F:56])([F:55])[F:54])=[CH:36][CH:35]=1)[C@H:13]([CH3:31])[C@@H:14]([O:19][CH2:20][C:21]1[CH:26]=[CH:25][C:24]([O:27][CH3:28])=[C:23]([O:29][CH3:30])[CH:22]=1)[C@@H:15]([CH3:18])[CH:16]=[CH2:17])([CH3:7])[CH3:6])([CH3:4])([CH3:3])[CH3:2].O=[O+][O-].CSC.[I-].[I:82]C[P+](C1C=CC=CC=1)(C1C=CC=CC=1)C1C=CC=CC=1.C[Si]([N-][Si](C)(C)C)(C)C.[Na+]. The catalyst is CO.C(Cl)Cl.C1COCC1.CCOC(C)=O.CCCCCC.CN(P(N(C)C)(N(C)C)=O)C.N1C=CC=CC=1. The product is [C:1]([Si:5]([O:8][CH2:9][CH2:10][CH2:11][C@@H:12]([O:32][CH2:33][C:34]1[CH:39]=[CH:38][C:37]([O:40][CH2:41][CH2:42][CH2:43][C:44]([F:74])([F:73])[C:45]([F:71])([F:72])[C:46]([F:69])([F:70])[C:47]([F:67])([F:68])[C:48]([F:65])([F:66])[C:49]([F:63])([F:64])[C:50]([F:61])([F:62])[C:51]([F:59])([F:60])[C:52]([F:57])([F:58])[C:53]([F:56])([F:55])[F:54])=[CH:36][CH:35]=1)[C@H:13]([CH3:31])[C@@H:14]([O:19][CH2:20][C:21]1[CH:26]=[CH:25][C:24]([O:27][CH3:28])=[C:23]([O:29][CH3:30])[CH:22]=1)[C@@H:15]([CH3:18])/[CH:16]=[CH:17]\[I:82])([CH3:7])[CH3:6])([CH3:3])([CH3:4])[CH3:2]. The yield is 0.330.